Dataset: Full USPTO retrosynthesis dataset with 1.9M reactions from patents (1976-2016). Task: Predict the reactants needed to synthesize the given product. (1) Given the product [NH2:29][C:27]1[CH:26]=[CH:25][C:24]([O:32][CH3:33])=[C:23]([NH:22][C:7]2[N:8]=[C:9]([NH:11][C:12]3[CH:21]=[CH:20][CH:19]=[CH:18][C:13]=3[C:14]([NH:16][CH3:17])=[O:15])[C:10]3[C:2]([Cl:1])=[CH:3][N:4]([CH2:34][O:35][CH2:36][CH2:37][Si:38]([CH3:41])([CH3:39])[CH3:40])[C:5]=3[N:6]=2)[CH:28]=1, predict the reactants needed to synthesize it. The reactants are: [Cl:1][C:2]1[C:10]2[C:9]([NH:11][C:12]3[CH:21]=[CH:20][CH:19]=[CH:18][C:13]=3[C:14]([NH:16][CH3:17])=[O:15])=[N:8][C:7]([NH:22][C:23]3[CH:28]=[C:27]([N+:29]([O-])=O)[CH:26]=[CH:25][C:24]=3[O:32][CH3:33])=[N:6][C:5]=2[N:4]([CH2:34][O:35][CH2:36][CH2:37][Si:38]([CH3:41])([CH3:40])[CH3:39])[CH:3]=1.O.[Cl-].[NH4+]. (2) Given the product [CH3:23][C:24]1[CH:6]=[C:7]([C:2]([O:19][C:6]2[C:5](=[O:20])[CH:4]=[C:3]([O:21][C:34]([C:30]3[CH:31]=[CH:32][CH:33]=[C:28]([CH3:37])[CH:29]=3)=[O:35])[C:2](=[O:1])[C:7]=2[CH2:8][CH2:9][CH2:10][CH2:11][CH2:12][CH2:13][CH2:14][CH2:15][CH2:16][CH2:17][CH3:18])=[O:1])[CH:27]=[CH:26][CH:25]=1, predict the reactants needed to synthesize it. The reactants are: [OH:1][C:2]1[C:3](=[O:21])[CH:4]=[C:5]([OH:20])[C:6](=[O:19])[C:7]=1[CH2:8][CH2:9][CH2:10][CH2:11][CH2:12][CH2:13][CH2:14][CH2:15][CH2:16][CH2:17][CH3:18].N1[CH:27]=[CH:26][CH:25]=[CH:24][CH:23]=1.[C:28]1([CH3:37])[CH:33]=[CH:32][CH:31]=[C:30]([C:34](Cl)=[O:35])[CH:29]=1. (3) Given the product [F:8][C:7]1[CH:6]=[CH:5][C:4]([C:9]2[C:10]([C:22]3[CH:27]=[CH:26][CH:25]=[C:24]([CH3:28])[N:23]=3)=[N:11][N:12]([CH2:14][O:15][CH2:16][CH2:17][Si:18]([CH3:21])([CH3:20])[CH3:19])[CH:13]=2)=[CH:3][C:2]=1[B:29]1[O:33][C:32]([CH3:35])([CH3:34])[C:31]([CH3:37])([CH3:36])[O:30]1, predict the reactants needed to synthesize it. The reactants are: Br[C:2]1[CH:3]=[C:4]([C:9]2[C:10]([C:22]3[CH:27]=[CH:26][CH:25]=[C:24]([CH3:28])[N:23]=3)=[N:11][N:12]([CH2:14][O:15][CH2:16][CH2:17][Si:18]([CH3:21])([CH3:20])[CH3:19])[CH:13]=2)[CH:5]=[CH:6][C:7]=1[F:8].[B:29]1([B:29]2[O:33][C:32]([CH3:35])([CH3:34])[C:31]([CH3:37])([CH3:36])[O:30]2)[O:33][C:32]([CH3:35])([CH3:34])[C:31]([CH3:37])([CH3:36])[O:30]1.C([O-])(=O)C.[K+]. (4) Given the product [Br:28][C:21]1[CH:22]=[C:23]([CH:26]=[CH:27][C:20]=1[O:4][CH2:3][C:2]([C:11]1[CH:18]=[CH:17][C:14]([C:15]#[N:16])=[CH:13][CH:12]=1)([OH:1])[C:5]1[N:9]([CH3:10])[CH:8]=[N:7][CH:6]=1)[C:24]#[N:25], predict the reactants needed to synthesize it. The reactants are: [OH:1][C:2]([C:11]1[CH:18]=[CH:17][C:14]([C:15]#[N:16])=[CH:13][CH:12]=1)([C:5]1[N:9]([CH3:10])[CH:8]=[N:7][CH:6]=1)[CH2:3][OH:4].F[C:20]1[CH:27]=[CH:26][C:23]([C:24]#[N:25])=[CH:22][C:21]=1[Br:28].C(=O)([O-])[O-].[K+].[K+].